This data is from Peptide-MHC class II binding affinity with 134,281 pairs from IEDB. The task is: Regression. Given a peptide amino acid sequence and an MHC pseudo amino acid sequence, predict their binding affinity value. This is MHC class II binding data. (1) The peptide sequence is AFILDGDNLFPCV. The MHC is DRB3_0101 with pseudo-sequence DRB3_0101. The binding affinity (normalized) is 0.880. (2) The peptide sequence is GFQFICNLLLLFVTI. The binding affinity (normalized) is 0.752. The MHC is DRB1_0101 with pseudo-sequence DRB1_0101.